Dataset: Full USPTO retrosynthesis dataset with 1.9M reactions from patents (1976-2016). Task: Predict the reactants needed to synthesize the given product. (1) Given the product [CH2:1]([O:8][C:9]1[N:10]=[N:11][C:12]([CH2:15][CH2:16][C:17]2[CH:22]=[CH:21][C:20]([CH2:23][N:27]3[CH2:28][CH2:29][CH2:30][CH:26]3[CH3:25])=[CH:19][N:18]=2)=[CH:13][CH:14]=1)[C:2]1[CH:7]=[CH:6][CH:5]=[CH:4][CH:3]=1, predict the reactants needed to synthesize it. The reactants are: [CH2:1]([O:8][C:9]1[N:10]=[N:11][C:12]([CH2:15][CH2:16][C:17]2[CH:22]=[CH:21][C:20]([CH2:23]Cl)=[CH:19][N:18]=2)=[CH:13][CH:14]=1)[C:2]1[CH:7]=[CH:6][CH:5]=[CH:4][CH:3]=1.[CH3:25][CH:26]1[CH2:30][CH2:29][CH2:28][NH:27]1.C(=O)([O-])[O-].[K+].[K+]. (2) Given the product [Br:14][CH2:3][C:2]([CH3:1])=[CH:5][C:6]1[CH:11]=[CH:10][C:9]([CH3:12])=[CH:8][CH:7]=1, predict the reactants needed to synthesize it. The reactants are: [CH3:1][C:2](=[CH:5][C:6]1[CH:11]=[CH:10][C:9]([CH3:12])=[CH:8][CH:7]=1)[CH2:3]O.P(Br)(Br)[Br:14].O. (3) Given the product [CH3:17][O:18][C:19](=[O:25])[C@@H:20]1[CH2:24][CH2:23][CH2:22][N:21]1[C:10](=[O:12])[C@@H:9]1[CH2:13][CH2:14][CH2:15][N:8]1[C:6]([O:5][C:1]([CH3:2])([CH3:3])[CH3:4])=[O:7], predict the reactants needed to synthesize it. The reactants are: [C:1]([O:5][C:6]([N:8]1[CH2:15][CH2:14][CH2:13][C@H:9]1[C:10]([OH:12])=O)=[O:7])([CH3:4])([CH3:3])[CH3:2].Cl.[CH3:17][O:18][C:19](=[O:25])[C@@H:20]1[CH2:24][CH2:23][CH2:22][NH:21]1.C(N(CC)C(C)C)(C)C.C1C=C2N=NN(O)C2=CC=1.O.CCN=C=NCCCN(C)C.Cl. (4) Given the product [CH3:9][C:3]1[C:4]([N+:10]([O-:12])=[O:11])=[CH:5][CH:6]=[C:7]([CH3:8])[C:2]=1[NH2:1], predict the reactants needed to synthesize it. The reactants are: [NH2:1][C:2]1[C:3]([CH3:9])=[CH:4][CH:5]=[CH:6][C:7]=1[CH3:8].[N+:10]([O-])([OH:12])=[O:11].[OH-].[Na+]. (5) Given the product [Cl:1][CH2:2][C:3]1[CH:13]=[CH:14][C:9]([CH:5]([CH3:6])[CH3:25])=[C:10]([C:17]([F:18])([F:19])[F:20])[CH:11]=1, predict the reactants needed to synthesize it. The reactants are: [Cl:1][CH2:2][CH2:3]Cl.[CH2:5]([C:9]1[CH:14]=[CH:13]C(CO)=[CH:11][C:10]=1[C:17]([F:20])([F:19])[F:18])[CH:6](C)C.S(Cl)(Cl)=O.[CH3:25]N(C=O)C. (6) Given the product [CH3:33][CH:14]([CH3:13])[CH2:15][CH:16]([C:22]1[CH:23]=[CH:24][C:25]([C:26]([O:28][CH2:29][CH3:30])=[O:27])=[CH:31][CH:32]=1)[NH:1][C:2]1[C:3]([CH3:12])=[N:4][C:5]2[C:10]([CH:11]=1)=[CH:9][CH:8]=[CH:7][CH:6]=2, predict the reactants needed to synthesize it. The reactants are: [NH2:1][C:2]1[C:3]([CH3:12])=[N:4][C:5]2[C:10]([CH:11]=1)=[CH:9][CH:8]=[CH:7][CH:6]=2.[CH3:13][CH:14]([CH3:33])[CH2:15][CH:16]([C:22]1[CH:32]=[CH:31][C:25]([C:26]([O:28][CH2:29][CH3:30])=[O:27])=[CH:24][CH:23]=1)OS(C)(=O)=O.C(=O)([O-])[O-].[K+].[K+].[Cl-].[Na+]. (7) Given the product [CH3:15][O:16][C:17]([C:19]1[C:20]2([C:21]([O:23][CH3:24])=[O:22])[N:44]([CH2:45][CH2:46][C:47]3[C:55]4[C:50](=[CH:51][CH:52]=[CH:53][CH:54]=4)[NH:49][C:48]=32)[CH:7]=[C:6]([C:5](=[O:14])[C:4]2[CH:3]=[C:2]([Cl:1])[CH:11]=[CH:10][C:9]=2[OH:8])[CH:12]=1)=[O:18], predict the reactants needed to synthesize it. The reactants are: [Cl:1][C:2]1[CH:3]=[C:4]2[C:9](=[CH:10][CH:11]=1)[O:8][CH:7]=[C:6]([CH:12]=O)[C:5]2=[O:14].[CH3:15][O:16][C:17]([C:19]#[C:20][C:21]([O:23][CH3:24])=[O:22])=[O:18].C1(P(C2C=CC=CC=2)C2C=CC=CC=2)C=CC=CC=1.[NH2:44][CH2:45][CH2:46][C:47]1[C:55]2[C:50](=[CH:51][CH:52]=[CH:53][CH:54]=2)[NH:49][CH:48]=1. (8) Given the product [C:23]([NH:31][C:32]([NH:1][C:2]1([C:16]2[CH:21]=[CH:20][CH:19]=[CH:18][C:17]=2[F:22])[CH:6]([CH2:7][OH:8])[CH2:5][N:4]([C:9]([O:11][C:12]([CH3:15])([CH3:14])[CH3:13])=[O:10])[CH2:3]1)=[S:33])(=[O:30])[C:24]1[CH:29]=[CH:28][CH:27]=[CH:26][CH:25]=1, predict the reactants needed to synthesize it. The reactants are: [NH2:1][C:2]1([C:16]2[CH:21]=[CH:20][CH:19]=[CH:18][C:17]=2[F:22])[CH:6]([CH2:7][OH:8])[CH2:5][N:4]([C:9]([O:11][C:12]([CH3:15])([CH3:14])[CH3:13])=[O:10])[CH2:3]1.[C:23]([N:31]=[C:32]=[S:33])(=[O:30])[C:24]1[CH:29]=[CH:28][CH:27]=[CH:26][CH:25]=1. (9) The reactants are: [Cl:1][C:2]1[CH:7]=[CH:6][CH:5]=[C:4]([Cl:8])[C:3]=1[OH:9].[Br:10]Br.S([O-])([O-])=O.[Na+].[Na+]. Given the product [Br:10][C:6]1[CH:7]=[C:2]([Cl:1])[C:3]([OH:9])=[C:4]([Cl:8])[CH:5]=1, predict the reactants needed to synthesize it.